This data is from Reaction yield outcomes from USPTO patents with 853,638 reactions. The task is: Predict the reaction yield, written as a fraction of the theoretical maximum amount of product (1.0 means a 100% yield; for example, 0.34 means a 34% yield). (1) The reactants are Cl.[C:2]([NH2:5])(=[NH:4])[CH3:3].C[O-].[Na+].[C:9]([C:11]1[CH:16]=[CH:15][CH:14]=[CH:13][C:12]=1[C:17]1[CH:22]=[CH:21][C:20]([CH2:23][CH:24]([C:29](=O)[CH2:30][O:31][CH3:32])[C:25](OC)=[O:26])=[CH:19][CH:18]=1)#[N:10].O1CCOCC1. The catalyst is CO. The product is [CH3:32][O:31][CH2:30][C:29]1[N:4]=[C:2]([CH3:3])[NH:5][C:25](=[O:26])[C:24]=1[CH2:23][C:20]1[CH:21]=[CH:22][C:17]([C:12]2[C:11]([C:9]#[N:10])=[CH:16][CH:15]=[CH:14][CH:13]=2)=[CH:18][CH:19]=1. The yield is 0.860. (2) The reactants are [N:1]1([C:7]2[C:8]([CH:13]3[CH2:16][N:15](C(OC(C)(C)C)=O)[CH2:14]3)=[N:9][CH:10]=[CH:11][N:12]=2)[CH2:6][CH2:5][CH2:4][CH2:3][CH2:2]1.[ClH:24].CO. No catalyst specified. The product is [ClH:24].[NH:15]1[CH2:16][CH:13]([C:8]2[C:7]([N:1]3[CH2:2][CH2:3][CH2:4][CH2:5][CH2:6]3)=[N:12][CH:11]=[CH:10][N:9]=2)[CH2:14]1. The yield is 0.990. (3) The reactants are [N:1]1([C:10]2[S:14][C:13]([C:15](O)=[O:16])=[C:12]([O:18][CH2:19][C:20]3[CH:25]=[CH:24][CH:23]=[CH:22][C:21]=3[CH3:26])[CH:11]=2)[C:5]2[CH:6]=[CH:7][CH:8]=[CH:9][C:4]=2[N:3]=[CH:2]1.ClC(N(C)C)=C(C)C.[CH2:35]([NH2:42])[C:36]1[CH:41]=[CH:40][CH:39]=[CH:38][CH:37]=1.C(N(C(C)C)CC)(C)C. The catalyst is ClCCl. The product is [N:1]1([C:10]2[S:14][C:13]([C:15]([NH:42][CH2:35][C:36]3[CH:41]=[CH:40][CH:39]=[CH:38][CH:37]=3)=[O:16])=[C:12]([O:18][CH2:19][C:20]3[CH:25]=[CH:24][CH:23]=[CH:22][C:21]=3[CH3:26])[CH:11]=2)[C:5]2[CH:6]=[CH:7][CH:8]=[CH:9][C:4]=2[N:3]=[CH:2]1. The yield is 0.610. (4) The reactants are [CH3:1][S:2][C:3]1[S:4][C:5]2[CH:11]=[C:10]([CH2:12][NH:13][C:14]3[C:19]([N+:20]([O-])=O)=[CH:18][C:17]([C:23]([F:26])([F:25])[F:24])=[CH:16][N:15]=3)[CH:9]=[CH:8][C:6]=2[N:7]=1.CC(O)=O.CO. The catalyst is C(Cl)Cl.[Zn]. The product is [CH3:1][S:2][C:3]1[S:4][C:5]2[CH:11]=[C:10]([CH2:12][NH:13][C:14]3[C:19]([NH2:20])=[CH:18][C:17]([C:23]([F:26])([F:24])[F:25])=[CH:16][N:15]=3)[CH:9]=[CH:8][C:6]=2[N:7]=1. The yield is 1.00. (5) The reactants are [O:1]1CCO[CH:2]1[CH2:6][CH2:7][C:8]1[C:9]([C:36]([O:38][C:39]([CH3:42])([CH3:41])[CH3:40])=[O:37])=[N:10][C:11]([N:14]2[CH2:23][CH2:22][C:21]3[C:16](=[C:17]([C:24](=[O:35])[NH:25][C:26]4[S:27][C:28]5[CH:34]=[CH:33][CH:32]=[CH:31][C:29]=5[N:30]=4)[CH:18]=[CH:19][CH:20]=3)[CH2:15]2)=[CH:12][CH:13]=1.Cl. The catalyst is C1COCC1. The product is [S:27]1[C:28]2[CH:34]=[CH:33][CH:32]=[CH:31][C:29]=2[N:30]=[C:26]1[NH:25][C:24]([C:17]1[CH:18]=[CH:19][CH:20]=[C:21]2[C:16]=1[CH2:15][N:14]([C:11]1[N:10]=[C:9]([C:36]([O:38][C:39]([CH3:40])([CH3:41])[CH3:42])=[O:37])[C:8]([CH2:7][CH2:6][CH:2]=[O:1])=[CH:13][CH:12]=1)[CH2:23][CH2:22]2)=[O:35]. The yield is 0.780.